From a dataset of Full USPTO retrosynthesis dataset with 1.9M reactions from patents (1976-2016). Predict the reactants needed to synthesize the given product. (1) Given the product [Cl:1][CH2:2][CH2:3][CH2:4][O:5][C:6]1[C:7]([N+:12]([O-:14])=[O:13])=[C:8]([CH2:16][S:17]([C:20]2[C:29]3[C:24](=[CH:25][CH:26]=[CH:27][CH:28]=3)[CH:23]=[CH:22][CH:21]=2)(=[O:18])=[O:19])[CH:9]=[CH:10][CH:11]=1, predict the reactants needed to synthesize it. The reactants are: [Cl:1][CH2:2][CH2:3][CH2:4][O:5][C:6]1[CH:11]=[CH:10][CH:9]=[CH:8][C:7]=1[N+:12]([O-:14])=[O:13].Cl[CH2:16][S:17]([C:20]1[C:29]2[C:24](=[CH:25][CH:26]=[CH:27][CH:28]=2)[CH:23]=[CH:22][CH:21]=1)(=[O:19])=[O:18].CC(C)([O-])C.[K+].Cl. (2) Given the product [Br:5][CH2:6][C:7]1[C:8]2[CH:23]=[C:22]([OH:24])[C:21]([OH:25])=[C:20]([N+:1]([O-:4])=[O:2])[C:9]=2[S:10][C:11]=1[C:12]([N:14]1[CH2:19][CH2:18][O:17][CH2:16][CH2:15]1)=[O:13], predict the reactants needed to synthesize it. The reactants are: [N+:1]([O-:4])(O)=[O:2].[Br:5][CH2:6][C:7]1[C:8]2[CH:23]=[C:22]([OH:24])[C:21]([OH:25])=[CH:20][C:9]=2[S:10][C:11]=1[C:12]([N:14]1[CH2:19][CH2:18][O:17][CH2:16][CH2:15]1)=[O:13].